Dataset: Reaction yield outcomes from USPTO patents with 853,638 reactions. Task: Predict the reaction yield, written as a fraction of the theoretical maximum amount of product (1.0 means a 100% yield; for example, 0.34 means a 34% yield). (1) The reactants are ClC1C=CC(C2C(C=O)=CC=CC=2)=CC=1.Cl.[NH:17]1[CH2:22][CH2:21][C:20](=[O:23])[CH2:19][CH2:18]1.[Br:24][C:25]1[CH:30]=[CH:29][CH:28]=[CH:27][C:26]=1[CH2:31]Br. No catalyst specified. The product is [Br:24][C:25]1[CH:30]=[CH:29][CH:28]=[CH:27][C:26]=1[CH2:31][N:17]1[CH2:22][CH2:21][C:20](=[O:23])[CH2:19][CH2:18]1. The yield is 0.820. (2) The catalyst is C(O)C.O. The yield is 1.00. The product is [NH2:1][C:2]1[C:11]2[C:6](=[CH:7][CH:8]=[CH:9][C:10]=2[O:12][CH:13]2[CH2:18][CH2:17][CH2:16][CH2:15][CH2:14]2)[N:5]=[C:4]([CH3:19])[C:3]=1[C:20]([O-:22])=[O:21].[Na+:27]. The reactants are [NH2:1][C:2]1[C:11]2[C:6](=[CH:7][CH:8]=[CH:9][C:10]=2[O:12][CH:13]2[CH2:18][CH2:17][CH2:16][CH2:15][CH2:14]2)[N:5]=[C:4]([CH3:19])[C:3]=1[C:20]([OH:22])=[O:21].C([O-])(O)=O.[Na+:27]. (3) The reactants are [F:1][C:2]1[C:7]([CH:8]([C:10]2[N:11]=[CH:12][N:13]([C:15]([C:28]3[CH:33]=[CH:32][CH:31]=[CH:30][CH:29]=3)([C:22]3[CH:27]=[CH:26][CH:25]=[CH:24][CH:23]=3)[C:16]3[CH:21]=[CH:20][CH:19]=[CH:18][CH:17]=3)[CH:14]=2)[OH:9])=[CH:6][CH:5]=[CH:4][N:3]=1. The product is [F:1][C:2]1[C:7]([C:8]([C:10]2[N:11]=[CH:12][N:13]([C:15]([C:28]3[CH:33]=[CH:32][CH:31]=[CH:30][CH:29]=3)([C:16]3[CH:17]=[CH:18][CH:19]=[CH:20][CH:21]=3)[C:22]3[CH:27]=[CH:26][CH:25]=[CH:24][CH:23]=3)[CH:14]=2)=[O:9])=[CH:6][CH:5]=[CH:4][N:3]=1. The catalyst is ClCCl.[O-2].[O-2].[Mn+4]. The yield is 0.850. (4) The reactants are [OH:1][C:2]1[C:7]2[C@@:8]3([OH:45])[C@@:21]([O:25][CH3:26])([C@H:22]([OH:24])[CH2:23][C:6]=2[CH:5]=[C:4]([CH3:46])[C:3]=1[C:47]([O:49][CH3:50])=[O:48])[C:20](=[O:27])[C:19]1[C:10](=[CH:11][C:12]2[C:13](=[O:43])[C:14]([NH:30][C@@H:31]4[C@H:36]([O:37][CH3:38])[C@H:35]([OH:39])[C@@H:34]([O:40][CH3:41])[C@H:33]([CH3:42])[O:32]4)=[CH:15][C:16](=O)[C:17]=2[C:18]=1[OH:28])[C:9]3=[O:44].[CH3:51][O:52][CH2:53][CH2:54][CH2:55][NH2:56]. The catalyst is CO. The product is [OH:1][C:2]1[C:7]2[C@@:8]3([OH:45])[C@@:21]([O:25][CH3:26])([C@H:22]([OH:24])[CH2:23][C:6]=2[CH:5]=[C:4]([CH3:46])[C:3]=1[C:47]([O:49][CH3:50])=[O:48])[C:20](=[O:27])[C:19]1[C:10](=[CH:11][C:12]2[C:13](=[O:43])[C:14]([NH:30][C@@H:31]4[C@H:36]([O:37][CH3:38])[C@H:35]([OH:39])[C@@H:34]([O:40][CH3:41])[C@H:33]([CH3:42])[O:32]4)=[CH:15]/[C:16](=[N:56]\[CH2:55][CH2:54][CH2:53][O:52][CH3:51])/[C:17]=2[C:18]=1[OH:28])[C:9]3=[O:44]. The yield is 0.483. (5) The product is [Br:1][C:2]1[CH:3]=[CH:4][C:5]2[C:11]3[C:10]([CH2:9][CH2:8][O:7][C:6]=2[CH:17]=1)=[CH:13][NH:14][N:20]=3. The catalyst is C(O)(C)C.O. The reactants are [Br:1][C:2]1[CH:3]=[CH:4][C:5]2[C:11](=O)/[C:10](=[CH:13]/[N:14](C)C)/[CH2:9][CH2:8][O:7][C:6]=2[CH:17]=1.Cl.Cl.[NH2:20]N. The yield is 0.900. (6) No catalyst specified. The yield is 0.650. The reactants are [Cl:1][C:2]1[C:7]([Cl:8])=[C:6]([Cl:9])[CH:5]=[CH:4][C:3]=1[OH:10].F[C:12]1[CH:17]=[CH:16][CH:15]=[CH:14][C:13]=1[N+:18]([O-:20])=[O:19].[Cl:21][C:22]1[C:35]([Cl:36])=[C:34]([Cl:37])[CH:33]=[CH:32][C:23]=1[O:24][C:25]1[CH:31]=[CH:30][CH:29]=[CH:28][C:26]=1[NH2:27].[NH2:38][C:39]1[S:40][CH:41]=[CH:42][N:43]=1. The product is [Cl:1][C:2]1[C:7]([Cl:8])=[C:6]([Cl:9])[CH:5]=[CH:4][C:3]=1[O:10][C:12]1[CH:17]=[CH:16][CH:15]=[CH:14][C:13]=1[N+:18]([O-:20])=[O:19].[Cl:21][C:22]1[C:35]([Cl:36])=[C:34]([Cl:37])[CH:33]=[CH:32][C:23]=1[O:24][C:25]1[CH:31]=[CH:30][CH:29]=[CH:28][C:26]=1[NH:27][C:3]([NH:38][C:39]1[S:40][CH:41]=[CH:42][N:43]=1)=[O:10]. (7) The reactants are [C:1]1([C:18]2[CH:23]=[CH:22][CH:21]=[CH:20][CH:19]=2)[CH:6]=[CH:5][C:4]([O:7][CH2:8][CH2:9][CH2:10][CH2:11][CH2:12][CH2:13][CH:14]([OH:17])[C:15]#[N:16])=[CH:3][CH:2]=1.[O:24]1[CH:29]=[CH:28][CH2:27][CH2:26][CH2:25]1.O.C1(C)C=CC(S(O)(=O)=O)=CC=1. The catalyst is ClCCl. The product is [C:1]1([C:18]2[CH:19]=[CH:20][CH:21]=[CH:22][CH:23]=2)[CH:6]=[CH:5][C:4]([O:7][CH2:8][CH2:9][CH2:10][CH2:11][CH2:12][CH2:13][CH:14]([O:17][CH:25]2[CH2:26][CH2:27][CH2:28][CH2:29][O:24]2)[C:15]#[N:16])=[CH:3][CH:2]=1. The yield is 0.900. (8) The catalyst is C(O)C. The yield is 1.00. The product is [F:12][C:3]([F:2])([F:11])[C:4]1[CH:5]=[C:6]([S:10][CH2:14][C:15]#[N:16])[CH:7]=[CH:8][CH:9]=1. The reactants are [Na].[F:2][C:3]([F:12])([F:11])[C:4]1[CH:5]=[C:6]([SH:10])[CH:7]=[CH:8][CH:9]=1.Cl[CH2:14][C:15]#[N:16].CCOCC.